From a dataset of NCI-60 drug combinations with 297,098 pairs across 59 cell lines. Regression. Given two drug SMILES strings and cell line genomic features, predict the synergy score measuring deviation from expected non-interaction effect. (1) Drug 1: CC1=C(C=C(C=C1)NC(=O)C2=CC=C(C=C2)CN3CCN(CC3)C)NC4=NC=CC(=N4)C5=CN=CC=C5. Drug 2: C1CN(P(=O)(OC1)NCCCl)CCCl. Cell line: OVCAR-8. Synergy scores: CSS=-0.584, Synergy_ZIP=-2.88, Synergy_Bliss=-6.66, Synergy_Loewe=-6.98, Synergy_HSA=-7.69. (2) Drug 1: C1=CN(C(=O)N=C1N)C2C(C(C(O2)CO)O)O.Cl. Drug 2: CC(C)CN1C=NC2=C1C3=CC=CC=C3N=C2N. Cell line: COLO 205. Synergy scores: CSS=52.5, Synergy_ZIP=6.62, Synergy_Bliss=2.48, Synergy_Loewe=-4.71, Synergy_HSA=2.74.